Task: Regression/Classification. Given an antibody's heavy chain and light chain sequences, predict its developability. TAP uses regression for 5 developability metrics; SAbDab uses binary classification.. Dataset: Antibody developability classification from SAbDab with 2,409 antibodies (1) The antibody is ['EVQLVESGGGLVQPGGSLRLSCAASGFTLSGDWIHWVRQAPGKGLEWLGEISAAGGYTDYADSVKGRFTISADTSKNTAYLQMNSLRAEDTAVYYCARESRVSFEAAMDYWGQGTLVTVSS', 'DIQMTQSPSSLSASVGDRVTITCRASQDLATDVAWYQQKPGKAPKLLIYSASFLYSGVPSRFSGSGSGTDFTLTISSLQPEDFATYYCQQSEPEPYTFGQGTKVEIK']. Result: 1 (developable). (2) The antibody is ['EVQLQESGPSLVKPSQTLSLTCSVTGDSITSGYWNWIRKFPGNKLEYMGYISYSGSTYYNLSLRSRISITRDTSKNQYYLQLNSVTTEDTATYYCALITTTTYAMDYWGQGTSVTVSS', 'NIVLTQSPVSLAVSLGQRATISCRASESVDGYGNSFLHWFQQKPGQPPKLLIYLASNLNSGVPARFSGSGSRTDFTLTIDPVEADDAATYYCQQNNVDPWTFGGGTKLEIK']. Result: 0 (not developable). (3) Result: 0 (not developable). The antibody is ['DVQLQESGPSLVKPSQSLSLTCTVTGYSITSDFAWNWIRQFPGNKLEWMGYISYSGNTRYNPSLKSRISITRDTSSNQFFLQLNSVTPEDTATYYCATAGRGFPYWGQGTLVTVSA', 'DILMTQSPSSMSVSLGDTVSITCHASQDIISNIGWLQQKPGKSFAGLIYHGTNLSDGVPSRFSGSGSGADYSLTISSLESEDFADYYCVQYAQFPWTFGGGTKLEIA']. (4) The antibody is ['AVKLVQAGGGVVQPGRSLRLSCIASGFTFSNYGMHWVRQAPGKGLEWVAVIWYNGSRTYYGDSVKGRFTISRDNSKRTLYMQMNSLRTEDTAVYYCARDPDILTAFSFDYWGQGVLVTVSS', 'SYELTQPPSVSVSPGQTARITCSANALPNQYAYWYQQKPGRAPVMVIYKDTQRPSGIPQRFSSSTSGTTVTLTISGVQAEDEADYYCQAWDNSASIFGGGTKLTVL']. Result: 0 (not developable). (5) The antibody is ['QVQLQESGGGLVQPGGSMKLSCVASGFTFSNYWMNWVRQSPEKGLEWVAEIRLKSNNYATHYAESVKGRFTISRDDSKSSVYLQMNNLRAEDTGIYYCTGVGQFAYWGQGTTVTVSA', 'DIVVTQESALTTSPGETVTLTCRSSTGAVTTSNYANWVQEKPDHLFTGLIGGTNNRAPGVPARFSGSLIGDKAALTITGAQTEDEAIYFCALWYSNHWVFGGGTKLTVL']. Result: 0 (not developable). (6) The antibody is ['EVHLLESGGNLVQPGGSLRLSCAASGFTFNIFVMSWVRQAPGKGLEWVSGVFGSGGNTDYADAVKGRFTITRDNSKNTLYLQMNSLRAEDTAIYYCAKHRVSYVLTGFDSWGQGTLVTVSS', 'DIQMTQSPSSLSASVGDRVTITCQASQDISNYLAWYQQKPGKAPELRIYDASNLETGVPSRFSGSGSGTDFTFTISSLQPEDIATYYCQQYQNLPLTFGPGTKVDIK']. Result: 0 (not developable). (7) The antibody is ['EVQLVESGPGLVKPSETLSLSCTVSGDSITSGFWNWIRQPPGKGLEWIGYIGFSGSTYYNPSLKSRVTISRDTSKNQYSLKLSSVTAADTAVYYCASVDNSAALDYWGQGTLVTVSS', 'DIVMTQTPLSLPVTPGQPASISCRSSQSLVHSNGNTYLHWYLQKPGQSPQLLIYKVSNRFSGVPDRFSGSGSGTDFTLKISRVEAEDVGVYYCSQSTHVPWTFGQGTKVEIK']. Result: 0 (not developable). (8) Result: 0 (not developable). The antibody is ['QVQLMESGPELKKPGETVKISCKASGYTFTDYSMHWVKQAPGKGLKWMGWINTGTGEPTFAADFKGRFAFSLETSASTAYLQINNLKNEDTASYFCARGVGLYGVDYWGQGTSVTVSS', 'DIVLTQSPASLAVSLGQRATISCRASQSVSTSYMHWYQQKPGQPPRLLIYLVSNLESGVPSRFSGSGSGTDFTLNIHPVEAEDEATYYCQHIR']. (9) The antibody is ['QVQLQQSGAELSKPGASVKMSCKASGYTFTSYWLHWIKQRPGQGLEWIGYINPRNDYTEYNQNFKDKATLTADKSSSTAYMELSSLTSEDSAVYYCARRDITTFYWGQGTTLTVSS', 'DIQLTQSPSSLAVSAGDNVTMSCKSSQSVLYSANHKNYLAWYQQKPGQSPKLLIYWASTRESGVPDRFTGSGSGTDFTLTISRVQVEDLAIYYCHQYLSSWTFGGGTKLEIK']. Result: 1 (developable).